From a dataset of Forward reaction prediction with 1.9M reactions from USPTO patents (1976-2016). Predict the product of the given reaction. (1) Given the reactants [CH2:1]([O:8][C:9](=[O:29])[NH:10][C@@H:11]([CH3:28])[CH2:12][N:13]1[C:21]2[C:16](=[CH:17][CH:18]=[C:19]3[O:24][C:23]([C:25](=O)[NH2:26])=[CH:22][C:20]3=2)[CH:15]=[N:14]1)[C:2]1[CH:7]=[CH:6][CH:5]=[CH:4][CH:3]=1.S(Cl)(Cl)=O.[N-:34]=[N+:35]=[N-].[Na+], predict the reaction product. The product is: [CH2:1]([O:8][C:9](=[O:29])[NH:10][C@@H:11]([CH3:28])[CH2:12][N:13]1[C:21]2[C:16](=[CH:17][CH:18]=[C:19]3[O:24][C:23]([CH2:25][N:26]=[N+:34]=[N-:35])=[CH:22][C:20]3=2)[CH:15]=[N:14]1)[C:2]1[CH:7]=[CH:6][CH:5]=[CH:4][CH:3]=1. (2) Given the reactants CN(CCN(C)C)C.[F:9][S:10]([F:23])([F:22])([F:21])([F:20])[C:11]1[CH:19]=[CH:18][C:14]([C:15]([OH:17])=[O:16])=[CH:13][CH:12]=1.[Cl:24]C(Cl)(Cl)C(Cl)(Cl)Cl.O, predict the reaction product. The product is: [Cl:24][C:13]1[CH:12]=[C:11]([S:10]([F:20])([F:21])([F:22])([F:23])[F:9])[CH:19]=[CH:18][C:14]=1[C:15]([OH:17])=[O:16].